Predict the reactants needed to synthesize the given product. From a dataset of Full USPTO retrosynthesis dataset with 1.9M reactions from patents (1976-2016). Given the product [C:1]([O:5][C:6]([N:8]1[CH2:13][CH2:12][N:11]([C:14]2[CH:15]=[CH:16][C:17]([NH2:20])=[CH:18][CH:19]=2)[CH2:10][CH2:9]1)=[O:7])([CH3:4])([CH3:2])[CH3:3], predict the reactants needed to synthesize it. The reactants are: [C:1]([O:5][C:6]([N:8]1[CH2:13][CH2:12][N:11]([C:14]2[CH:19]=[CH:18][C:17]([N+:20]([O-])=O)=[CH:16][CH:15]=2)[CH2:10][CH2:9]1)=[O:7])([CH3:4])([CH3:3])[CH3:2].Cl.